This data is from Reaction yield outcomes from USPTO patents with 853,638 reactions. The task is: Predict the reaction yield, written as a fraction of the theoretical maximum amount of product (1.0 means a 100% yield; for example, 0.34 means a 34% yield). (1) The reactants are [C:1]1([CH3:14])[CH:6]=[CH:5][CH:4]=[C:3]([N:7]2[C:11]([C:12]#[N:13])=[CH:10][N:9]=[CH:8]2)[CH:2]=1.[F:15][C:16]([F:23])([F:22])[S:17]([O:20]C)(=[O:19])=[O:18]. The catalyst is C(Cl)Cl. The product is [F:15][C:16]([F:23])([F:22])[S:17]([O-:20])(=[O:19])=[O:18].[C:12]([C:11]1[N:7]([C:3]2[CH:2]=[C:1]([CH3:14])[CH:6]=[CH:5][CH:4]=2)[CH:8]=[N+:9]([CH3:16])[CH:10]=1)#[N:13]. The yield is 0.840. (2) The reactants are [C:1]([NH:9][C:10]([NH:12][C:13]1[CH:18]=[C:17]([O:19][CH2:20][C:21]2[CH:26]=[CH:25][CH:24]=[CH:23][CH:22]=2)[C:16]([CH3:27])=[CH:15][C:14]=1Br)=[S:11])(=[O:8])[C:2]1[CH:7]=[CH:6][CH:5]=[CH:4][CH:3]=1.CC([O-])(C)C.[K+]. The catalyst is O1CCOCC1.CCOC(C)=O.C1C=CC(/C=C/C(/C=C/C2C=CC=CC=2)=O)=CC=1.C1C=CC(/C=C/C(/C=C/C2C=CC=CC=2)=O)=CC=1.C1C=CC(/C=C/C(/C=C/C2C=CC=CC=2)=O)=CC=1.[Pd].[Pd].C1C=CC(P(C2C=CC=CC=2)[C-]2C=CC=C2)=CC=1.C1C=CC(P(C2C=CC=CC=2)[C-]2C=CC=C2)=CC=1.[Fe+2]. The product is [CH2:20]([O:19][C:17]1[C:16]([CH3:27])=[CH:15][C:14]2[S:11][C:10]([NH:9][C:1](=[O:8])[C:2]3[CH:7]=[CH:6][CH:5]=[CH:4][CH:3]=3)=[N:12][C:13]=2[CH:18]=1)[C:21]1[CH:26]=[CH:25][CH:24]=[CH:23][CH:22]=1. The yield is 0.610. (3) The reactants are [Br:1][C:2]1[N:6]=[CH:5][NH:4][N:3]=1.C(=O)([O-])[O-].[Cs+].[Cs+].I[C:14]1[CH:19]=[CH:18][C:17]([O:20][C:21]([F:24])([F:23])[F:22])=[CH:16][CH:15]=1. The catalyst is CS(C)=O.[Cu]I. The product is [Br:1][C:2]1[N:6]=[CH:5][N:4]([C:14]2[CH:15]=[CH:16][C:17]([O:20][C:21]([F:22])([F:23])[F:24])=[CH:18][CH:19]=2)[N:3]=1. The yield is 0.540. (4) The reactants are [CH3:1][O:2][C:3]1[CH:23]=[CH:22][C:6]([CH2:7][N:8]2[CH:12]=[C:11]3[C:13](=O)[CH:14](Br)[CH2:15][O:16][C:17]([CH3:19])([CH3:18])[C:10]3=[N:9]2)=[CH:5][CH:4]=1.[CH3:24][C:25]1[CH:30]=[CH:29][N:28]=[C:27]([NH:31][C:32]([NH2:34])=[S:33])[N:26]=1. The catalyst is CCO. The product is [CH3:1][O:2][C:3]1[CH:23]=[CH:22][C:6]([CH2:7][N:8]2[CH:12]=[C:11]3[C:10]([C:17]([CH3:19])([CH3:18])[O:16][CH2:15][C:14]4[S:33][C:32]([NH:31][C:27]5[N:26]=[C:25]([CH3:24])[CH:30]=[CH:29][N:28]=5)=[N:34][C:13]=43)=[N:9]2)=[CH:5][CH:4]=1. The yield is 0.220. (5) The reactants are [C:1]([C:5]1[CH:10]=[CH:9][C:8]([N+:11]([O-])=O)=[CH:7][C:6]=1[O:14][CH3:15])([CH3:4])([CH3:3])[CH3:2].C([O-])=O.[K+]. The catalyst is CCO.O.[Pd]. The product is [C:1]([C:5]1[CH:10]=[CH:9][C:8]([NH2:11])=[CH:7][C:6]=1[O:14][CH3:15])([CH3:4])([CH3:2])[CH3:3]. The yield is 0.720.